From a dataset of Catalyst prediction with 721,799 reactions and 888 catalyst types from USPTO. Predict which catalyst facilitates the given reaction. (1) Reactant: [Cl:32][C:29]1[CH:30]=[CH:31][C:26]([C:22]2[CH:23]=[C:24]([CH3:25])[N:20](C3C(=O)N(C)N=CC=3[N:20]3[C:24]([CH3:25])=[CH:23][C:22]([C:26]4[CH:31]=[CH:30][C:29]([Cl:32])=[CH:28][CH:27]=4)=[N:21]3)[N:21]=2)=[CH:27][CH:28]=1.[OH-:35].[Na+].[CH3:37][OH:38]. Product: [Cl:32][C:29]1[CH:28]=[CH:27][C:26]([C:22]2([C:27]3[C:37](=[O:38])[N:20]([CH3:24])[N:21]=[CH:22][C:26]=3[OH:35])[CH:23]=[C:24]([CH3:25])[NH:20][NH:21]2)=[CH:31][CH:30]=1. The catalyst class is: 6. (2) The catalyst class is: 16. Reactant: F[C:2]1[CH:9]=[C:8]([F:10])[CH:7]=[CH:6][C:3]=1[C:4]#[N:5].[NH2:11][C@H:12]1[CH2:17][CH2:16][C@H:15]([OH:18])[CH2:14][CH2:13]1.C(N(CC)C(C)C)(C)C.[NH4+].[Cl-]. Product: [F:10][C:8]1[CH:7]=[CH:6][C:3]([C:4]#[N:5])=[C:2]([NH:11][C@H:12]2[CH2:17][CH2:16][C@H:15]([OH:18])[CH2:14][CH2:13]2)[CH:9]=1. (3) The catalyst class is: 13. Reactant: [Cl:1][C:2]1[CH:7]=[CH:6][CH:5]=[CH:4][C:3]=1[C:8]1[C:14]2[CH:15]=[C:16]([F:20])[C:17](F)=[CH:18][C:13]=2[NH:12][C:11](=[S:21])[CH2:10][N:9]=1.[CH2:22]([OH:24])[CH3:23].[H-].[Na+]. Product: [Cl:1][C:2]1[CH:7]=[CH:6][CH:5]=[CH:4][C:3]=1[C:8]1[C:14]2[CH:15]=[C:16]([F:20])[C:17]([O:24][CH2:22][CH3:23])=[CH:18][C:13]=2[NH:12][C:11](=[S:21])[CH2:10][N:9]=1. (4) Reactant: FC(F)(F)S(O[Si](C)(C)C)(=O)=O.[CH3:13][C:14]1[N:15]([CH2:25][C:26]([O:28][CH2:29][CH3:30])=[O:27])[C:16]2[CH2:17][C:18]([CH3:24])([CH3:23])[CH2:19][CH2:20][C:21]=2[CH:22]=1.[O:31]1[CH2:36][CH2:35][N:34]([S:37]([C:40]2[CH:47]=[CH:46][CH:45]=[CH:44][C:41]=2[CH:42]=O)(=[O:39])=[O:38])[CH2:33][CH2:32]1.C([SiH](CC)CC)C. Product: [CH3:13][C:14]1[N:15]([CH2:25][C:26]([O:28][CH2:29][CH3:30])=[O:27])[C:16]2[CH2:17][C:18]([CH3:24])([CH3:23])[CH2:19][CH2:20][C:21]=2[C:22]=1[CH2:42][C:41]1[CH:44]=[CH:45][CH:46]=[CH:47][C:40]=1[S:37]([N:34]1[CH2:35][CH2:36][O:31][CH2:32][CH2:33]1)(=[O:38])=[O:39]. The catalyst class is: 4. (5) Reactant: Cl.[Br:2][C:3]1[CH:4]=[C:5]2[C:10](=[CH:11][CH:12]=1)[CH2:9][NH:8][CH2:7][CH2:6]2.[C:13](O)(=[O:16])[CH2:14][OH:15].O.ON1C2C=CC=CC=2N=N1.Cl.C(N=C=N)C.CN1CCOCC1.Cl. Product: [Br:2][C:3]1[CH:4]=[C:5]2[C:10](=[CH:11][CH:12]=1)[CH2:9][N:8]([C:14](=[O:15])[CH2:13][OH:16])[CH2:7][CH2:6]2. The catalyst class is: 4. (6) Reactant: [H-].[Al+3].[Li+].[H-].[H-].[H-].[F:7][C:8]1[CH:9]=[C:10]([CH:21]=[CH:22][CH:23]=1)[CH2:11][O:12][C:13]1[CH:20]=[CH:19][C:16]([C:17]#[N:18])=[CH:15][CH:14]=1.CO.[Cl-].[NH4+]. Product: [F:7][C:8]1[CH:9]=[C:10]([CH:21]=[CH:22][CH:23]=1)[CH2:11][O:12][C:13]1[CH:20]=[CH:19][C:16]([CH2:17][NH2:18])=[CH:15][CH:14]=1. The catalyst class is: 30. (7) Reactant: [N:1]1([CH2:7][CH2:8][CH2:9][O:10][C:11]2[CH:18]=[CH:17][C:14]([CH:15]=O)=[CH:13][CH:12]=2)[CH2:6][CH2:5][CH2:4][CH2:3][CH2:2]1.[C:19]([O:23][C:24]([N:26]1[CH2:31][CH2:30][NH:29][CH2:28][CH2:27]1)=[O:25])([CH3:22])([CH3:21])[CH3:20].C(O)(=O)C.C(O[BH-](OC(=O)C)OC(=O)C)(=O)C.[Na+]. Product: [C:19]([O:23][C:24]([N:26]1[CH2:31][CH2:30][N:29]([CH2:15][C:14]2[CH:17]=[CH:18][C:11]([O:10][CH2:9][CH2:8][CH2:7][N:1]3[CH2:6][CH2:5][CH2:4][CH2:3][CH2:2]3)=[CH:12][CH:13]=2)[CH2:28][CH2:27]1)=[O:25])([CH3:22])([CH3:20])[CH3:21]. The catalyst class is: 503. (8) Reactant: [C:1]([O:5][C:6]([N:8]1[CH2:12][C@@H:11]([CH2:13][N:14]([C:18](=[O:33])[C:19]2[CH:24]=[CH:23][C:22]([CH2:25][CH3:26])=[C:21]([O:27][CH2:28][CH2:29][CH2:30][O:31][CH3:32])[CH:20]=2)[CH:15]([CH3:17])[CH3:16])[C@H:10]([CH2:34][NH:35][CH:36]2[CH2:38][CH2:37]2)[CH2:9]1)=[O:7])([CH3:4])([CH3:3])[CH3:2].[CH2:39]([O:43][C:44](Cl)=[O:45])[CH:40]([CH3:42])[CH3:41].C(N(CC)CC)C.C([O-])(O)=O.[Na+]. Product: [C:1]([O:5][C:6]([N:8]1[CH2:12][C@@H:11]([CH2:13][N:14]([C:18](=[O:33])[C:19]2[CH:24]=[CH:23][C:22]([CH2:25][CH3:26])=[C:21]([O:27][CH2:28][CH2:29][CH2:30][O:31][CH3:32])[CH:20]=2)[CH:15]([CH3:17])[CH3:16])[C@H:10]([CH2:34][N:35]([CH:36]2[CH2:37][CH2:38]2)[C:44]([O:43][CH2:39][CH:40]([CH3:42])[CH3:41])=[O:45])[CH2:9]1)=[O:7])([CH3:4])([CH3:3])[CH3:2]. The catalyst class is: 2. (9) Reactant: CN(C)C=O.Br[CH2:7][C:8]1[CH:17]=[CH:16][C:11]([C:12]([O:14][CH3:15])=[O:13])=[C:10]([N+:18]([O-:20])=[O:19])[CH:9]=1.C(=O)([O-])[O-].[K+].[K+].[C:27]1([SH:33])[CH:32]=[CH:31][CH:30]=[CH:29][CH:28]=1. Product: [N+:18]([C:10]1[CH:9]=[C:8]([CH2:7][S:33][C:27]2[CH:32]=[CH:31][CH:30]=[CH:29][CH:28]=2)[CH:17]=[CH:16][C:11]=1[C:12]([O:14][CH3:15])=[O:13])([O-:20])=[O:19]. The catalyst class is: 13.